From a dataset of Catalyst prediction with 721,799 reactions and 888 catalyst types from USPTO. Predict which catalyst facilitates the given reaction. (1) Product: [Si:23]([O:22][CH2:21][C:3]1[C:2]([B:33]2[O:34][C:35]([CH3:37])([CH3:36])[C:31]([CH3:47])([CH3:30])[O:32]2)=[CH:7][CH:6]=[CH:5][C:4]=1[N:8]1[CH:12]=[CH:11][N:10]([C:13]2[CH:18]=[CH:17][C:16]([CH3:19])=[CH:15][CH:14]=2)[C:9]1=[O:20])([C:26]([CH3:29])([CH3:28])[CH3:27])([CH3:25])[CH3:24]. Reactant: Br[C:2]1[C:3]([CH2:21][O:22][Si:23]([C:26]([CH3:29])([CH3:28])[CH3:27])([CH3:25])[CH3:24])=[C:4]([N:8]2[CH:12]=[CH:11][N:10]([C:13]3[CH:18]=[CH:17][C:16]([CH3:19])=[CH:15][CH:14]=3)[C:9]2=[O:20])[CH:5]=[CH:6][CH:7]=1.[CH3:30][C:31]1([CH3:47])[C:35]([CH3:37])([CH3:36])[O:34][B:33]([B:33]2[O:34][C:35]([CH3:37])([CH3:36])[C:31]([CH3:47])([CH3:30])[O:32]2)[O:32]1.CC([O-])=O.[K+]. The catalyst class is: 117. (2) Reactant: [CH2:1]([Mg]Br)[CH3:2].CN(C=[N:9][S:10]([C:13]1[CH:18]=[CH:17][C:16]([C:19]2[C:24]([O:25][CH3:26])=[CH:23][CH:22]=[C:21]([C:27]3[S:31][C:30]([C:32](N(OC)C)=[O:33])=[C:29]([CH3:38])[C:28]=3[CH3:39])[CH:20]=2)=[CH:15][CH:14]=1)(=[O:12])=[O:11])C. Product: [CH3:39][C:28]1[C:29]([CH3:38])=[C:30]([C:32](=[O:33])[CH2:1][CH3:2])[S:31][C:27]=1[C:21]1[CH:22]=[CH:23][C:24]([O:25][CH3:26])=[C:19]([C:16]2[CH:15]=[CH:14][C:13]([S:10]([NH2:9])(=[O:12])=[O:11])=[CH:18][CH:17]=2)[CH:20]=1. The catalyst class is: 1. (3) Reactant: Br[C:2]1[CH:15]=[CH:14][C:13]2[NH:12][C:11]3[C:6](=[CH:7][C:8](Br)=[CH:9][CH:10]=3)[C:5]([CH3:18])([CH3:17])[C:4]=2[CH:3]=1.[C:19]1(B(O)O)[CH:24]=[CH:23][CH:22]=[CH:21][CH:20]=1.C(=O)([O-])[O-].[K+].[K+]. Product: [CH3:17][C:5]1([CH3:18])[C:6]2[CH:7]=[C:8]([C:19]3[CH:24]=[CH:23][CH:22]=[CH:21][CH:20]=3)[CH:9]=[CH:10][C:11]=2[NH:12][C:13]2[C:4]1=[CH:3][C:2]([C:2]1[CH:15]=[CH:14][CH:13]=[CH:4][CH:3]=1)=[CH:15][CH:14]=2. The catalyst class is: 206. (4) Reactant: [CH:1]1([CH2:4][N:5]2[CH2:9][CH2:8][N:7]([C:10]3[S:11][C:12]([C:16]([OH:18])=O)=[C:13]([CH3:15])[N:14]=3)[C:6]2=[O:19])[CH2:3][CH2:2]1.F[P-](F)(F)(F)(F)F.N1(OC(N(C)C)=[N+](C)C)C2N=CC=CC=2N=N1.C(N(CC)CC)C.[F:51][C:52]1[CH:53]=[C:54]([CH2:58][NH2:59])[CH:55]=[N:56][CH:57]=1. Product: [CH:1]1([CH2:4][N:5]2[CH2:9][CH2:8][N:7]([C:10]3[S:11][C:12]([C:16]([NH:59][CH2:58][C:54]4[CH:55]=[N:56][CH:57]=[C:52]([F:51])[CH:53]=4)=[O:18])=[C:13]([CH3:15])[N:14]=3)[C:6]2=[O:19])[CH2:2][CH2:3]1. The catalyst class is: 42. (5) Product: [CH2:22]([O:24][C:25](=[O:34])[CH2:26][C:27]1[CH:28]=[N:29][CH:30]=[C:31]([C:9]2[CH:16]=[CH:15][C:14]([C:17]([F:18])([F:19])[F:20])=[CH:13][C:10]=2[CH:11]=[O:12])[CH:32]=1)[CH3:23]. The catalyst class is: 104. Reactant: CC1(C)C(C)(C)OB([C:9]2[CH:16]=[CH:15][C:14]([C:17]([F:20])([F:19])[F:18])=[CH:13][C:10]=2[CH:11]=[O:12])O1.[CH2:22]([O:24][C:25](=[O:34])[CH2:26][C:27]1[CH:28]=[N:29][CH:30]=[C:31](Br)[CH:32]=1)[CH3:23].C(=O)([O-])[O-].[K+].[K+].